Dataset: Full USPTO retrosynthesis dataset with 1.9M reactions from patents (1976-2016). Task: Predict the reactants needed to synthesize the given product. (1) Given the product [CH3:11][O:10][C:8]([CH2:7][C@@H:5]([OH:6])[C:4]([OH:12])=[O:3])=[O:9], predict the reactants needed to synthesize it. The reactants are: CC1(C)[O:6][C@H:5]([CH2:7][C:8]([O:10][CH3:11])=[O:9])[C:4](=[O:12])[O:3]1.Cl.[Na+].[Cl-]. (2) Given the product [CH3:36][CH:35]([CH3:37])[CH2:34][N:12]([C:10]([C:2]1[N:3]([CH2:39][CH2:40][C:41]2[CH:46]=[CH:45][CH:44]=[CH:43][CH:42]=2)[C:4]2[CH:9]=[CH:8][CH:7]=[CH:6][C:5]=2[N:1]=1)=[O:11])[C@H:13]1[CH2:18][C@@H:17]([C:19]([N:21]2[CH2:22][CH2:23][O:24][CH2:25][CH2:26]2)=[O:20])[CH2:16][N:15]([C:27]([O:29][C:30]([CH3:31])([CH3:32])[CH3:33])=[O:28])[CH2:14]1, predict the reactants needed to synthesize it. The reactants are: [NH:1]1[C:5]2[CH:6]=[CH:7][CH:8]=[CH:9][C:4]=2[N:3]=[C:2]1[C:10]([N:12]([CH2:34][CH:35]([CH3:37])[CH3:36])[C@H:13]1[CH2:18][C@@H:17]([C:19]([N:21]2[CH2:26][CH2:25][O:24][CH2:23][CH2:22]2)=[O:20])[CH2:16][N:15]([C:27]([O:29][C:30]([CH3:33])([CH3:32])[CH3:31])=[O:28])[CH2:14]1)=[O:11].Br[CH2:39][CH2:40][C:41]1[CH:46]=[CH:45][CH:44]=[CH:43][CH:42]=1.C(=O)([O-])[O-].[Cs+].[Cs+]. (3) Given the product [NH2:1][C@H:2]1[C:7]([F:9])([F:8])[CH2:6][CH2:5][CH2:4][C@H:3]1[NH:10][C:11]1[CH:12]=[C:13]([NH:20][C:21]2[O:25][N:24]=[C:23]([C:26]3[CH:31]=[CH:30][CH:29]=[CH:28][CH:27]=3)[CH:22]=2)[C:14]([C:17]#[N:18])=[N:15][CH:16]=1, predict the reactants needed to synthesize it. The reactants are: [NH2:1][C@H:2]1[C:7]([F:9])([F:8])[CH2:6][CH2:5][CH2:4][C@H:3]1[NH:10][C:11]1[CH:12]=[C:13](Br)[C:14]([C:17]#[N:18])=[N:15][CH:16]=1.[NH2:20][C:21]1[O:25][N:24]=[C:23]([C:26]2[CH:31]=[CH:30][CH:29]=[CH:28][CH:27]=2)[CH:22]=1.O(C1C=CC=CC=1)[Na].O.O.O.CC1(C)C2C(=C(P(C3C=CC=CC=3)C3C=CC=CC=3)C=CC=2)OC2C(P(C3C=CC=CC=3)C3C=CC=CC=3)=CC=CC1=2. (4) Given the product [OH:41][CH2:40][CH2:35][N:36]([CH3:37])[C:30](=[O:32])[C@H:29]([O:28][C:26]1[CH:25]=[CH:24][CH:23]=[C:22]2[C:27]=1[C:18]([NH:17][C:5]1[CH:6]=[CH:7][C:8]([O:9][C:10]3[CH:11]=[N:12][C:13]([CH3:16])=[CH:14][CH:15]=3)=[C:3]([O:2][CH3:1])[CH:4]=1)=[N:19][CH:20]=[N:21]2)[CH3:34], predict the reactants needed to synthesize it. The reactants are: [CH3:1][O:2][C:3]1[CH:4]=[C:5]([NH:17][C:18]2[C:27]3[C:22](=[CH:23][CH:24]=[CH:25][C:26]=3[O:28][C@H:29]([CH3:34])[C:30]([O:32]C)=O)[N:21]=[CH:20][N:19]=2)[CH:6]=[CH:7][C:8]=1[O:9][C:10]1[CH:11]=[N:12][C:13]([CH3:16])=[CH:14][CH:15]=1.[CH3:35][NH:36][CH2:37]CO.[CH3:40][OH:41]. (5) Given the product [Br:1][CH:2]([CH2:6][CH:7]1[CH2:11][CH2:10][CH2:9][CH2:8]1)[C:3]([NH:25][C:20]1[CH:21]=[N:22][CH:23]=[CH:24][N:19]=1)=[O:4], predict the reactants needed to synthesize it. The reactants are: [Br:1][CH:2]([CH2:6][CH:7]1[CH2:11][CH2:10][CH2:9][CH2:8]1)[C:3](Cl)=[O:4].CN1CCOCC1.[N:19]1[CH:24]=[CH:23][N:22]=[CH:21][C:20]=1[NH2:25]. (6) Given the product [CH:37]([O:36][CH:31]1[CH:30]([NH:29][C:17]([CH:13]2[CH2:14][CH2:15][CH2:16][N:12]2[C:10](=[O:11])[CH:9]([NH:8][C:6](=[O:7])[C:5]2[CH:21]=[CH:22][C:2]([NH2:1])=[C:3]([Cl:23])[CH:4]=2)[CH3:20])=[O:19])[CH2:34][C:33](=[O:35])[O:32]1)([CH3:39])[CH3:38], predict the reactants needed to synthesize it. The reactants are: [NH2:1][C:2]1[CH:22]=[CH:21][C:5]([C:6]([NH:8][CH:9]([CH3:20])[C:10]([N:12]2[CH2:16][CH2:15][CH2:14][CH:13]2[C:17]([OH:19])=O)=[O:11])=[O:7])=[CH:4][C:3]=1[Cl:23].C(OC(=O)[NH:29][CH:30]1[CH2:34][C:33](=[O:35])[O:32][CH:31]1[O:36][CH:37]([CH3:39])[CH3:38])C=C.O=C1OC(OCCC2C=CC=CC=2)C(NC(C2CCCN2C(=O)C(NC(=O)C2C=CC(N)=C(Cl)C=2)C)=O)C1. (7) Given the product [S:17](=[N:9][C:7]([C:4]1[CH:5]=[CH:6][C:1]([CH3:10])=[CH:2][CH:3]=1)=[O:8])=[O:18], predict the reactants needed to synthesize it. The reactants are: [C:1]1([CH3:10])[CH:6]=[CH:5][C:4]([C:7]([NH2:9])=[O:8])=[CH:3][CH:2]=1.N1C=CC=CC=1.[S:17](Cl)(Cl)=[O:18].